This data is from Full USPTO retrosynthesis dataset with 1.9M reactions from patents (1976-2016). The task is: Predict the reactants needed to synthesize the given product. (1) Given the product [C:1]([O:5][C:6]([NH:8][C@H:9]([C:23]([O:25][CH3:26])=[O:24])[CH2:10][C:11]1[CH:12]=[N:13][C:14]([CH2:17][CH2:18][CH2:19][C:20]2[CH:21]=[CH:30][C:29]3[C:28](=[N:35][CH:34]=[CH:33][CH:32]=3)[N:27]=2)=[CH:15][CH:16]=1)=[O:7])([CH3:4])([CH3:3])[CH3:2], predict the reactants needed to synthesize it. The reactants are: [C:1]([O:5][C:6]([NH:8][C@H:9]([C:23]([O:25][CH3:26])=[O:24])[CH2:10][C:11]1[CH:12]=[N:13][C:14]([CH2:17][CH2:18][CH2:19][C:20](=O)[CH3:21])=[CH:15][CH:16]=1)=[O:7])([CH3:4])([CH3:3])[CH3:2].[NH2:27][C:28]1[N:35]=[CH:34][CH:33]=[CH:32][C:29]=1[CH:30]=O. (2) The reactants are: [CH3:1][O:2][C:3](=[O:23])[C:4]1[CH:9]=[C:8]([N:10]2[CH:14]=[C:13]([Br:15])[N:12]=[CH:11]2)[C:7]([C:16]([F:19])([F:18])[F:17])=[CH:6][C:5]=1[N+:20]([O-])=O. Given the product [CH3:1][O:2][C:3](=[O:23])[C:4]1[CH:9]=[C:8]([N:10]2[CH:14]=[C:13]([Br:15])[N:12]=[CH:11]2)[C:7]([C:16]([F:19])([F:17])[F:18])=[CH:6][C:5]=1[NH2:20], predict the reactants needed to synthesize it. (3) The reactants are: [N:1]1[CH:6]=[CH:5][C:4]([NH:7][C:8]2[C:16]3[C:11](=[CH:12][CH:13]=[CH:14][CH:15]=3)[NH:10][C:9]=2[C:17]([OH:19])=O)=[CH:3][CH:2]=1.F[P-](F)(F)(F)(F)F.[N:27]1(O[P+](N(C)C)(N(C)C)N(C)C)C2C=CC=CC=2N=N1.C(N(C(C)C)CC)(C)C.N.CO. Given the product [N:1]1[CH:2]=[CH:3][C:4]([NH:7][C:8]2[C:16]3[C:11](=[CH:12][CH:13]=[CH:14][CH:15]=3)[NH:10][C:9]=2[C:17]([NH2:27])=[O:19])=[CH:5][CH:6]=1, predict the reactants needed to synthesize it. (4) Given the product [OH:26][CH:11]([C:10]1[C:2]([CH3:1])=[C:3]2[C:7](=[CH:8][CH:9]=1)[C:6](=[O:14])[O:5][CH2:4]2)[CH:12]([OH:19])[CH3:13], predict the reactants needed to synthesize it. The reactants are: [CH3:1][C:2]1[C:10](/[CH:11]=[CH:12]/[CH3:13])=[CH:9][CH:8]=[C:7]2[C:3]=1[CH2:4][O:5][C:6]2=[O:14].C[N+]1([O-])CC[O:19]CC1.C(#N)C.[OH2:26].